From a dataset of Full USPTO retrosynthesis dataset with 1.9M reactions from patents (1976-2016). Predict the reactants needed to synthesize the given product. (1) The reactants are: Br[C:2]1[CH:11]=[CH:10][CH:9]=[C:8]2[C:3]=1[CH:4]=[C:5]([CH3:30])[C:6]([CH:19]([O:25][C:26]([CH3:29])([CH3:28])[CH3:27])[C:20]([O:22][CH2:23][CH3:24])=[O:21])=[C:7]2[C:12]1[CH:17]=[CH:16][C:15]([Cl:18])=[CH:14][CH:13]=1.[CH3:31][N:32]([CH3:36])[CH2:33][C:34]#[CH:35].C(N(CC)CC)C. Given the product [C:26]([O:25][CH:19]([C:6]1[C:5]([CH3:30])=[CH:4][C:3]2[C:8](=[CH:9][CH:10]=[CH:11][C:2]=2[C:35]#[C:34][CH2:33][N:32]([CH3:36])[CH3:31])[C:7]=1[C:12]1[CH:13]=[CH:14][C:15]([Cl:18])=[CH:16][CH:17]=1)[C:20]([O:22][CH2:23][CH3:24])=[O:21])([CH3:27])([CH3:28])[CH3:29], predict the reactants needed to synthesize it. (2) Given the product [N:16]1[CH:17]=[CH:13][CH:14]=[C:18]([C:2]2[CH:3]=[C:4]3[N:9]([CH:10]=2)[N:8]=[CH:7][N:6]=[C:5]3[OH:11])[CH:15]=1, predict the reactants needed to synthesize it. The reactants are: Br[C:2]1[CH:3]=[C:4]2[N:9]([CH:10]=1)[N:8]=[CH:7][N:6]=[C:5]2[OH:11].Br[C:13]1[CH:14]=[C:15]([C:18](OC)=O)[NH:16][CH:17]=1.N1C=CC=C(B(O)O)C=1.